The task is: Binary Classification. Given a miRNA mature sequence and a target amino acid sequence, predict their likelihood of interaction.. This data is from Experimentally validated miRNA-target interactions with 360,000+ pairs, plus equal number of negative samples. (1) The miRNA is hsa-miR-6509-5p with sequence AUUAGGUAGUGGCAGUGGAAC. The protein sequence of the target gene is MHPHRDPRGLWLLLPSLSLLLFEVARAGRAVVSCPAACLCASNILSCSKQQLPNVPHSLPSYTALLDLSHNNLSRLRAEWTPTRLTQLHSLLLSHNHLNFISSEAFSPVPNLRYLDLSSNQLRTLDEFLFSDLQVLEVLLLYNNHIMAVDRCAFDDMAQLQKLYLSQNQISRFPLELVKEGAKLPKLTLLDLSSNKLKNLPLPDLQKLPAWIKNGLYLHNNPLNCDCELYQLFSHWQYRQLSSVMDFQEDLYCMNSKKLHNVFNLSFLNCGEYKERAWEAHLGDTLIIKCDTKQQGMTKV.... Result: 0 (no interaction). (2) The miRNA is hsa-miR-4272 with sequence CAUUCAACUAGUGAUUGU. The protein sequence of the target gene is MGDWSFLGRLLENAQEHSTVIGKVWLTVLFIFRILVLGAAAEEVWGDEQSDFTCNTQQPGCENVCYDRAFPISHIRFWALQIIFVSTPTLIYLGHVLHIVRMEEKKKEREEELLRRDNPQHGRGREPMRTGSPRDPPLRDDRGKVRIAGALLRTYVFNIIFKTLFEVGFIAGQYFLYGFQLQPLYRCDRWPCPNTVDCFISRPTEKTIFVIFMLAVACASLVLNMLEIYHLGWKKLKQGVTNHFNPDASEARHKPLDPLPTATSSGPPSVSIGFPPYYTHPACPTVQAKAIGFPGAPLSP.... Result: 0 (no interaction).